From a dataset of Reaction yield outcomes from USPTO patents with 853,638 reactions. Predict the reaction yield, written as a fraction of the theoretical maximum amount of product (1.0 means a 100% yield; for example, 0.34 means a 34% yield). (1) The catalyst is COCCOC.C1C=CC(P(C2C=CC=CC=2)[C-]2C=CC=C2)=CC=1.C1C=CC(P(C2C=CC=CC=2)[C-]2C=CC=C2)=CC=1.Cl[Pd]Cl.[Fe+2].C(Cl)Cl. The yield is 0.150. The reactants are Br[C:2]1[C:10]2[C:5](=[CH:6][CH:7]=[C:8]([C:11]#[N:12])[CH:9]=2)[N:4]([CH:13]2[CH2:18][CH2:17][CH2:16][CH2:15][O:14]2)[N:3]=1.[O:19]1[C:23]2[CH:24]=[CH:25][CH:26]=[CH:27][C:22]=2[CH:21]=[C:20]1B(O)O.P([O-])([O-])([O-])=O.[K+].[K+].[K+]. The product is [O:19]1[C:23]2[CH:24]=[CH:25][CH:26]=[CH:27][C:22]=2[CH:21]=[C:20]1[C:2]1[C:10]2[C:5](=[CH:6][CH:7]=[C:8]([C:11]#[N:12])[CH:9]=2)[N:4]([CH:13]2[CH2:18][CH2:17][CH2:16][CH2:15][O:14]2)[N:3]=1. (2) The reactants are [NH:1]1[C:9]2[C:4](=[CH:5][CH:6]=[CH:7][CH:8]=2)[CH:3]=[C:2]1[C:10]([CH3:17])([CH3:16])[C:11]([O:13][CH2:14][CH3:15])=[O:12].[N+:18]([O-])([O-:20])=[O:19].[Na+]. The catalyst is S(=O)(=O)(O)O. The product is [CH3:17][C:10]([C:2]1[NH:1][C:9]2[C:4]([CH:3]=1)=[CH:5][C:6]([N+:18]([O-:20])=[O:19])=[CH:7][CH:8]=2)([CH3:16])[C:11]([O:13][CH2:14][CH3:15])=[O:12]. The yield is 0.570. (3) The reactants are [CH2:1]([N:3]1[C:11]2[C:6](=[CH:7][CH:8]=[C:9]([O:12][CH3:13])[CH:10]=2)[C:5]([C:14]#[N:15])=[C:4]1C1C=CC(O)=CC=1)[CH3:2].Cl[C:24]([O:26][C:27]1[CH:32]=[CH:31][C:30]([N+]([O-])=O)=[CH:29][CH:28]=1)=[O:25].[CH:36]([NH:39][CH3:40])([CH3:38])[CH3:37].O. The catalyst is CCN(CC)CC.C(Cl)Cl.C(OCC)(=O)C. The product is [C:14]([C:5]1[C:6]2[C:11](=[CH:10][C:9]([O:12][CH3:13])=[CH:8][CH:7]=2)[N:3]([CH2:1][CH3:2])[C:4]=1[C:30]1[CH:31]=[CH:32][C:27]([O:26][C:24](=[O:25])[N:39]([CH:36]([CH3:38])[CH3:37])[CH3:40])=[CH:28][CH:29]=1)#[N:15]. The yield is 0.700. (4) The reactants are [NH2:1][CH2:2][CH2:3][O:4][CH2:5][CH2:6][NH:7][C:8](=[O:14])[O:9][C:10]([CH3:13])([CH3:12])[CH3:11].[C:15](O)(=[O:22])[C:16]1[CH:21]=[CH:20][CH:19]=[N:18][CH:17]=1.CCN=C=NCCCN(C)C. The catalyst is CC#N.CCOC(C)=O. The product is [C:15]([NH:1][CH2:2][CH2:3][O:4][CH2:5][CH2:6][NH:7][C:8](=[O:14])[O:9][C:10]([CH3:11])([CH3:13])[CH3:12])(=[O:22])[C:16]1[CH:21]=[CH:20][CH:19]=[N:18][CH:17]=1. The yield is 0.440. (5) The reactants are Cl.[F:2][C:3]1[CH:8]=[CH:7][C:6]([CH:9]2[N:13]([S:14]([C:17]3[CH:22]=[CH:21][C:20]([CH3:23])=[CH:19][CH:18]=3)(=[O:16])=[O:15])[CH:12]([C:24]#[N:25])[CH2:11][CH2:10]2)=[CH:5][CH:4]=1.[CH3:26][NH:27]N.[CH2:29]([N:31](CC)CC)C. The catalyst is CCO. The product is [F:2][C:3]1[CH:4]=[CH:5][C:6]([CH:9]2[N:13]([S:14]([C:17]3[CH:18]=[CH:19][C:20]([CH3:23])=[CH:21][CH:22]=3)(=[O:16])=[O:15])[CH:12]([C:24]3[N:31]=[CH:29][N:27]([CH3:26])[N:25]=3)[CH2:11][CH2:10]2)=[CH:7][CH:8]=1. The yield is 0.640. (6) The reactants are [F:1][C:2]1[CH:7]=[C:6]([F:8])[CH:5]=[CH:4][C:3]=1[N:9]1[CH2:14][CH2:13][NH:12][CH2:11][CH2:10]1.C(N(CC)CC)C.Cl[C:23]([O:25][C:26]1[CH:31]=[CH:30][C:29]([N+:32]([O-:34])=[O:33])=[CH:28][CH:27]=1)=[O:24]. The catalyst is C1COCC1. The product is [N+:32]([C:29]1[CH:28]=[CH:27][C:26]([O:25][C:23]([N:12]2[CH2:11][CH2:10][N:9]([C:3]3[CH:4]=[CH:5][C:6]([F:8])=[CH:7][C:2]=3[F:1])[CH2:14][CH2:13]2)=[O:24])=[CH:31][CH:30]=1)([O-:34])=[O:33]. The yield is 0.630. (7) The reactants are [CH2:1]([NH:3][C:4]([C:6]1[N:7]=[CH:8][S:9][C:10]=1[C:11]([F:14])([F:13])[F:12])=[O:5])[CH3:2].C([Li])CCC.C(Br)(Br)(Br)[Br:21]. The catalyst is O1CCCC1. The product is [Br:21][C:8]1[S:9][C:10]([C:11]([F:13])([F:14])[F:12])=[C:6]([C:4]([NH:3][CH2:1][CH3:2])=[O:5])[N:7]=1. The yield is 0.150.